Dataset: Catalyst prediction with 721,799 reactions and 888 catalyst types from USPTO. Task: Predict which catalyst facilitates the given reaction. Reactant: [Br:1][C:2]1[CH:7]=[CH:6][CH:5]=[CH:4][C:3]=1[SH:8].Br[CH2:10][CH:11]1[O:15][CH2:14][CH2:13][O:12]1.C(=O)([O-])[O-].[K+].[K+].O. Product: [Br:1][C:2]1[CH:7]=[CH:6][CH:5]=[CH:4][C:3]=1[S:8][CH2:10][CH:11]1[O:15][CH2:14][CH2:13][O:12]1. The catalyst class is: 9.